This data is from Full USPTO retrosynthesis dataset with 1.9M reactions from patents (1976-2016). The task is: Predict the reactants needed to synthesize the given product. (1) Given the product [ClH:27].[Cl:27][C:24]1[CH:25]=[CH:26][C:21]([O:20][C:17]2[CH:18]=[CH:19][C:14]([O:13][CH2:12][C@H:8]3[CH2:9][CH2:10][CH2:11][N:7]3[CH2:6][CH2:5][CH2:4][C:3]([OH:28])=[O:2])=[CH:15][CH:16]=2)=[CH:22][CH:23]=1, predict the reactants needed to synthesize it. The reactants are: C[O:2][C:3](=[O:28])[CH2:4][CH2:5][CH2:6][N:7]1[CH2:11][CH2:10][CH2:9][C@@H:8]1[CH2:12][O:13][C:14]1[CH:19]=[CH:18][C:17]([O:20][C:21]2[CH:26]=[CH:25][C:24]([Cl:27])=[CH:23][CH:22]=2)=[CH:16][CH:15]=1.Cl.O1CCOCC1. (2) The reactants are: [NH2:1][C:2]1[C:10]2[C:5](=[N:6][CH:7]=[CH:8][C:9]=2OS(C(F)(F)F)(=O)=O)[S:4][C:3]=1[C:19](=[O:21])[NH2:20].[NH2:22][C:23]1[CH:28]=[CH:27][CH:26]=[CH:25][CH:24]=1. Given the product [NH2:1][C:2]1[C:10]2[C:5](=[N:6][CH:7]=[CH:8][C:9]=2[NH:22][C:23]2[CH:28]=[CH:27][CH:26]=[CH:25][CH:24]=2)[S:4][C:3]=1[C:19]([NH2:20])=[O:21], predict the reactants needed to synthesize it. (3) Given the product [F:1][C:2]1[CH:3]=[C:4]([NH:5][C:9](=[O:11])[CH3:10])[CH:6]=[CH:7][CH:8]=1, predict the reactants needed to synthesize it. The reactants are: [F:1][C:2]1[CH:3]=[C:4]([CH:6]=[CH:7][CH:8]=1)[NH2:5].[C:9](OC(=O)C)(=[O:11])[CH3:10]. (4) Given the product [Cl:22][C:16]1[CH:17]=[CH:18][C:19]([Cl:21])=[CH:20][C:15]=1[CH:10]1[CH2:9][C:8]([CH3:23])([CH3:24])[C:7]2[C:12](=[CH:13][CH:14]=[C:5]([C:3]([OH:4])=[O:2])[CH:6]=2)[NH:11]1, predict the reactants needed to synthesize it. The reactants are: C[O:2][C:3]([C:5]1[CH:6]=[C:7]2[C:12](=[CH:13][CH:14]=1)[NH:11][CH:10]([C:15]1[CH:20]=[C:19]([Cl:21])[CH:18]=[CH:17][C:16]=1[Cl:22])[CH2:9][C:8]2([CH3:24])[CH3:23])=[O:4].[OH-].[Na+]. (5) Given the product [Cl-:1].[Cl:1][C:2]1[CH:22]=[CH:21][CH:20]=[CH:19][C:3]=1[CH2:4][N:5]1[C:13](=[O:14])[C:12]2[C:7](=[CH:8][CH:9]=[C:10]([C:15]([NH:31][CH2:30][CH2:29][NH+:26]3[CH2:27][CH2:28][O:23][CH2:24][CH2:25]3)=[O:17])[CH:11]=2)[C:6]1=[O:18], predict the reactants needed to synthesize it. The reactants are: [Cl:1][C:2]1[CH:22]=[CH:21][CH:20]=[CH:19][C:3]=1[CH2:4][N:5]1[C:13](=[O:14])[C:12]2[C:7](=[CH:8][CH:9]=[C:10]([C:15]([OH:17])=O)[CH:11]=2)[C:6]1=[O:18].[O:23]1[CH2:28][CH2:27][N:26]([CH2:29][CH2:30][NH2:31])[CH2:25][CH2:24]1. (6) Given the product [NH2:18][C@@H:19]([CH2:42][S:43][CH2:44][C@H:45]([O:60][CH2:61][CH2:62][CH2:63][CH2:64][CH2:65][CH2:66][CH2:67][CH2:68][CH2:69][CH2:70][CH2:71][CH3:72])[CH2:46][O:47][CH2:48][CH2:49][CH2:50][CH2:51][CH2:52][CH2:53][CH2:54][CH2:55][CH2:56][CH2:57][CH2:58][CH3:59])[C:20](=[O:41])[NH:21][CH2:22][CH2:23][O:24][CH2:25][CH2:26][O:27][CH2:28][CH2:29][O:30][CH2:31][CH2:32][P:33](=[O:40])([O:37][CH2:38][CH3:39])[O:34][CH2:35][CH3:36], predict the reactants needed to synthesize it. The reactants are: C1C2C(COC([NH:18][C@@H:19]([CH2:42][S:43][CH2:44][C@H:45]([O:60][CH2:61][CH2:62][CH2:63][CH2:64][CH2:65][CH2:66][CH2:67][CH2:68][CH2:69][CH2:70][CH2:71][CH3:72])[CH2:46][O:47][CH2:48][CH2:49][CH2:50][CH2:51][CH2:52][CH2:53][CH2:54][CH2:55][CH2:56][CH2:57][CH2:58][CH3:59])[C:20](=[O:41])[NH:21][CH2:22][CH2:23][O:24][CH2:25][CH2:26][O:27][CH2:28][CH2:29][O:30][CH2:31][CH2:32][P:33](=[O:40])([O:37][CH2:38][CH3:39])[O:34][CH2:35][CH3:36])=O)C3C(=CC=CC=3)C=2C=CC=1.N1CCCCC1.C1(C)C=CC=CC=1. (7) Given the product [O:1]1[CH:5]=[CH:4][C:3]([N:6]([CH2:15][C@@H:16]2[O:20][C:19](=[O:21])[N:18]([C:22]3[CH:27]=[CH:26][C:25]([C:28]4[CH2:33][CH2:32][N:31]([CH:42]=[O:43])[CH2:30][CH:29]=4)=[C:24]([F:34])[CH:23]=3)[CH2:17]2)[C:7]([O:9][CH2:10][C:11]([Cl:14])([Cl:12])[Cl:13])=[O:8])=[N:2]1, predict the reactants needed to synthesize it. The reactants are: [O:1]1[CH:5]=[CH:4][C:3]([N:6]([CH2:15][C@@H:16]2[O:20][C:19](=[O:21])[N:18]([C:22]3[CH:27]=[CH:26][C:25]([C:28]4[CH2:33][CH2:32][NH:31][CH2:30][CH:29]=4)=[C:24]([F:34])[CH:23]=3)[CH2:17]2)[C:7]([O:9][CH2:10][C:11]([Cl:14])([Cl:13])[Cl:12])=[O:8])=[N:2]1.C(N(CC)CC)C.[CH:42](OCC)=[O:43]. (8) Given the product [N:3]1[O:2][N:1]=[C:5]2[CH:6]=[CH:7][C:8]([C:14]3[C:22]4[C:17](=[N:18][CH:19]=[N:20][C:21]=4[NH2:23])[N:16]([CH:24]([CH3:26])[CH3:25])[N:15]=3)=[CH:9][C:4]=12, predict the reactants needed to synthesize it. The reactants are: [N:1]1[O:2][N:3]=[C:4]2[CH:9]=[C:8](B(O)O)[CH:7]=[CH:6][C:5]=12.I[C:14]1[C:22]2[C:17](=[N:18][CH:19]=[N:20][C:21]=2[NH2:23])[N:16]([CH:24]([CH3:26])[CH3:25])[N:15]=1.C([O-])([O-])=O.[Na+].[Na+].